This data is from Forward reaction prediction with 1.9M reactions from USPTO patents (1976-2016). The task is: Predict the product of the given reaction. (1) Given the reactants [NH2:1][C:2]1[N:7]=[C:6]([NH:8][CH2:9][C:10]2[N:15]=[C:14]([N:16]3[CH2:20][CH2:19][CH2:18][C:17]3=[O:21])[CH:13]=[CH:12][CH:11]=2)[C:5]([NH2:22])=[C:4]([Cl:23])[N:3]=1.CCO.[N:27]([O-])=O.[Na+], predict the reaction product. The product is: [NH2:1][C:2]1[N:3]=[C:4]([Cl:23])[C:5]2[N:22]=[N:27][N:8]([CH2:9][C:10]3[N:15]=[C:14]([N:16]4[CH2:20][CH2:19][CH2:18][C:17]4=[O:21])[CH:13]=[CH:12][CH:11]=3)[C:6]=2[N:7]=1. (2) Given the reactants [N:1]([C@H:4]1[C@H:8]([O:9][CH3:10])[CH2:7][N:6]([C:11]([O:13][C:14]([CH3:17])([CH3:16])[CH3:15])=[O:12])[CH2:5]1)=[N+]=[N-].[H][H].C, predict the reaction product. The product is: [NH2:1][C@H:4]1[C@H:8]([O:9][CH3:10])[CH2:7][N:6]([C:11]([O:13][C:14]([CH3:17])([CH3:16])[CH3:15])=[O:12])[CH2:5]1. (3) Given the reactants [CH:1]12[CH2:7][CH:4]([CH:5]=[CH:6]1)[CH2:3][CH:2]2[NH:8][C:9]([NH:11][NH2:12])=[S:10].[N:13]1[CH:18]=[CH:17][C:16]([CH:19]=O)=[CH:15][CH:14]=1, predict the reaction product. The product is: [CH:1]12[CH2:7][CH:4]([CH:5]=[CH:6]1)[CH2:3][CH:2]2[NH:8][C:9](=[S:10])[NH:11][N:12]=[CH:19][C:16]1[CH:17]=[CH:18][N:13]=[CH:14][CH:15]=1. (4) Given the reactants [CH3:1][C:2]([C:4]1[CH:5]=[CH:6][C:7]([OH:11])=[CH:8][C:9]=1[OH:10])=[O:3].Br[CH2:13]C.C(=O)([O-])[O-].[K+].[K+], predict the reaction product. The product is: [CH3:1][C:2]([C:4]1[CH:5]=[CH:6][C:7]([O:11][CH3:13])=[CH:8][C:9]=1[OH:10])=[O:3]. (5) Given the reactants [H-].[Al+3].[Li+].[H-].[H-].[H-].C([O:9][C:10](=O)[CH2:11][CH2:12][C:13]1[CH:18]=[CH:17][N:16]=[CH:15][C:14]=1[O:19][CH2:20][O:21][CH3:22])C.O, predict the reaction product. The product is: [CH3:22][O:21][CH2:20][O:19][C:14]1[CH:15]=[N:16][CH:17]=[CH:18][C:13]=1[CH2:12][CH2:11][CH2:10][OH:9]. (6) Given the reactants [Cl:1][C:2]1[N:7]=[C:6](O)[N:5]2[N:9]=[C:10]([CH2:12][CH3:13])[N:11]=[C:4]2[CH:3]=1.P(Cl)(Cl)([Cl:16])=O, predict the reaction product. The product is: [Cl:16][C:6]1[N:5]2[N:9]=[C:10]([CH2:12][CH3:13])[N:11]=[C:4]2[CH:3]=[C:2]([Cl:1])[N:7]=1. (7) Given the reactants [Br:1][C:2]1[CH:7]=[CH:6][CH:5]=[C:4]([CH2:8]Br)[C:3]=1[CH3:10].[NH:11]1[C:19]2[C:14](=[CH:15][CH:16]=[CH:17][CH:18]=2)[CH:13]=[N:12]1.C(=O)([O-])[O-].[K+].[K+], predict the reaction product. The product is: [Br:1][C:2]1[C:3]([CH3:10])=[C:4]([CH:5]=[CH:6][CH:7]=1)[CH2:8][N:11]1[C:19]2[C:14](=[CH:15][CH:16]=[CH:17][CH:18]=2)[CH:13]=[N:12]1. (8) Given the reactants [CH:1]1([N:5]2[CH2:11][CH2:10][CH2:9][N:8]([C:12]([C@H:14]3[CH2:18][C@@H:17]([OH:19])[CH2:16][N:15]3[C:20](=[O:22])[CH3:21])=[O:13])[CH2:7][CH2:6]2)[CH2:4][CH2:3][CH2:2]1.FC1C=C(O)C=CC=1.C1C=CC(P(C2C=CC=CC=2)C2C=CC=CC=2)=CC=1.CC(OC(/N=N/C(OC(C)C)=O)=O)C, predict the reaction product. The product is: [CH:1]1([N:5]2[CH2:11][CH2:10][CH2:9][N:8]([C:12]([C@H:14]3[CH2:18][C@H:17]([OH:19])[CH2:16][N:15]3[C:20](=[O:22])[CH3:21])=[O:13])[CH2:7][CH2:6]2)[CH2:4][CH2:3][CH2:2]1.